This data is from Full USPTO retrosynthesis dataset with 1.9M reactions from patents (1976-2016). The task is: Predict the reactants needed to synthesize the given product. (1) Given the product [CH2:1]([O:8][C:9]([N:11]1[C:15]2[CH:16]=[N:17][CH:18]=[C:19]([O:20][CH:21]3[CH2:26][CH2:25][NH:24][CH2:23][CH2:22]3)[C:14]=2[C:13]2[CH:34]=[C:35]([Br:38])[CH:36]=[N:37][C:12]1=2)=[O:10])[C:2]1[CH:7]=[CH:6][CH:5]=[CH:4][CH:3]=1, predict the reactants needed to synthesize it. The reactants are: [CH2:1]([O:8][C:9]([N:11]1[C:15]2[CH:16]=[N:17][CH:18]=[C:19]([O:20][CH:21]3[CH2:26][CH2:25][N:24](C(OC(C)(C)C)=O)[CH2:23][CH2:22]3)[C:14]=2[C:13]2[CH:34]=[C:35]([Br:38])[CH:36]=[N:37][C:12]1=2)=[O:10])[C:2]1[CH:7]=[CH:6][CH:5]=[CH:4][CH:3]=1. (2) The reactants are: [CH:1]([O:4][C:5]([N:7]1[CH2:12][CH2:11][CH:10]([O:13][C:14]2[CH:19]=[CH:18][C:17]([C:20]3[CH:25]=[CH:24][C:23]([CH2:26][C@H:27]([NH:37]C(OC(C)(C)C)=O)[C:28]([N:30]4[CH2:34][CH2:33][C:32]([F:36])([F:35])[CH2:31]4)=[O:29])=[C:22]([F:45])[CH:21]=3)=[CH:16][N:15]=2)[CH2:9][CH2:8]1)=[O:6])([CH3:3])[CH3:2].C(O)(C(F)(F)F)=O. Given the product [CH:1]([O:4][C:5]([N:7]1[CH2:8][CH2:9][CH:10]([O:13][C:14]2[CH:19]=[CH:18][C:17]([C:20]3[CH:25]=[CH:24][C:23]([CH2:26][C@H:27]([NH2:37])[C:28]([N:30]4[CH2:34][CH2:33][C:32]([F:36])([F:35])[CH2:31]4)=[O:29])=[C:22]([F:45])[CH:21]=3)=[CH:16][N:15]=2)[CH2:11][CH2:12]1)=[O:6])([CH3:3])[CH3:2], predict the reactants needed to synthesize it. (3) Given the product [Cl:13][CH2:14][CH2:15][CH2:16][S:17]([NH:1][C:2]1[CH:11]=[CH:10][C:5]([C:6]([O:8][CH3:9])=[O:7])=[CH:4][C:3]=1[CH3:12])(=[O:19])=[O:18], predict the reactants needed to synthesize it. The reactants are: [NH2:1][C:2]1[CH:11]=[CH:10][C:5]([C:6]([O:8][CH3:9])=[O:7])=[CH:4][C:3]=1[CH3:12].[Cl:13][CH2:14][CH2:15][CH2:16][S:17](Cl)(=[O:19])=[O:18].O.C(OCC)(=O)C. (4) Given the product [CH2:13]([O:12][C:10]([C:5]1([C:3]2[N:19]=[C:17]([NH:16][CH3:15])[S:18][CH:2]=2)[CH:9]=[CH:8][O:7][NH:6]1)=[O:11])[CH3:14], predict the reactants needed to synthesize it. The reactants are: Br[CH2:2][C:3]([C:5]1([C:10]([O:12][CH2:13][CH3:14])=[O:11])[CH:9]=[CH:8][O:7][NH:6]1)=O.[CH3:15][NH:16][C:17]([NH2:19])=[S:18].